Dataset: Ames mutagenicity test results for genotoxicity prediction. Task: Regression/Classification. Given a drug SMILES string, predict its toxicity properties. Task type varies by dataset: regression for continuous values (e.g., LD50, hERG inhibition percentage) or binary classification for toxic/non-toxic outcomes (e.g., AMES mutagenicity, cardiotoxicity, hepatotoxicity). Dataset: ames. The compound is CCOC(=O)C(C#N)c1snc2ccc([N+](=O)[O-])cc12. The result is 1 (mutagenic).